This data is from Forward reaction prediction with 1.9M reactions from USPTO patents (1976-2016). The task is: Predict the product of the given reaction. (1) Given the reactants [Br:1][C:2]1[CH:3]=[N:4][C:5]2[N:6]([N:8]=[C:9]([C:11]([OH:13])=O)[CH:10]=2)[CH:7]=1.[CH3:14][O:15][C:16]1[CH:17]=[C:18]2[C:23](=[CH:24][CH:25]=1)[N:22]([CH3:26])[NH:21][CH2:20][CH2:19]2, predict the reaction product. The product is: [Br:1][C:2]1[CH:3]=[N:4][C:5]2[N:6]([N:8]=[C:9]([C:11]([N:21]3[CH2:20][CH2:19][C:18]4[C:23](=[CH:24][CH:25]=[C:16]([O:15][CH3:14])[CH:17]=4)[N:22]3[CH3:26])=[O:13])[CH:10]=2)[CH:7]=1. (2) Given the reactants Br[C:2]1[CH:21]=[N:20][C:5]2[N:6]([CH2:18][CH3:19])[C:7]3[N:15]=[C:14]([Cl:16])[CH:13]=[C:12]([CH3:17])[C:8]=3[NH:9][C:10](=[O:11])[C:4]=2[CH:3]=1.[CH2:22]([Sn](CCCC)(CCCC)CCCC)[CH:23]=[CH2:24], predict the reaction product. The product is: [Cl:16][C:14]1[CH:13]=[C:12]([CH3:17])[C:8]2[NH:9][C:10](=[O:11])[C:4]3[CH:3]=[C:2]([CH2:24][CH:23]=[CH2:22])[CH:21]=[N:20][C:5]=3[N:6]([CH2:18][CH3:19])[C:7]=2[N:15]=1.